From a dataset of Reaction yield outcomes from USPTO patents with 853,638 reactions. Predict the reaction yield, written as a fraction of the theoretical maximum amount of product (1.0 means a 100% yield; for example, 0.34 means a 34% yield). (1) The reactants are [O:1]=[C:2]1[CH2:6][CH2:5][CH2:4][N:3]1[CH2:7][CH2:8][NH:9][C:10](=[O:36])[C:11]1[CH:16]=[CH:15][C:14]([CH:17]2[CH2:22][CH2:21][N:20]([C:23]3[CH:24]=[CH:25][C:26]4[N:27]([C:29]([C:32]([F:35])([F:34])[F:33])=[N:30][N:31]=4)[N:28]=3)[CH2:19][CH2:18]2)=[CH:13][CH:12]=1.[H-].[Na+].I[CH3:40]. The catalyst is CN(C=O)C. The product is [CH3:40][N:9]([CH2:8][CH2:7][N:3]1[CH2:4][CH2:5][CH2:6][C:2]1=[O:1])[C:10](=[O:36])[C:11]1[CH:16]=[CH:15][C:14]([CH:17]2[CH2:18][CH2:19][N:20]([C:23]3[CH:24]=[CH:25][C:26]4[N:27]([C:29]([C:32]([F:35])([F:34])[F:33])=[N:30][N:31]=4)[N:28]=3)[CH2:21][CH2:22]2)=[CH:13][CH:12]=1. The yield is 0.550. (2) The product is [CH:1]1[C:6]([CH:7]2[O:16][C:15]3[CH:14]=[C:13]([OH:38])[CH:12]=[C:11]([OH:39])[C:10]=3[CH2:9][CH:8]2[OH:40])=[CH:5][C:4]([OH:41])=[C:3]([OH:42])[CH:2]=1. The reactants are [CH:1]1[C:6]([C@H:7]2[O:16][C:15]3[C:14]([C@@H:9]4[C@@H:8]([OH:40])[C@@H:7]([C:6]5[CH:1]=[CH:2][C:3]([OH:42])=[C:4]([OH:41])[CH:5]=5)[O:16][C:15]5[CH:14]=[C:13]([OH:38])[CH:12]=[C:11]([OH:39])[C:10]4=5)=[C:13]([OH:38])[CH:12]=[C:11]([OH:39])[C:10]=3[CH2:9][C@H:8]2[OH:40])=[CH:5][C:4]([OH:41])=[C:3]([OH:42])[CH:2]=1.C1C([C@@H]2OC3C=C(O)C=C(O)C=3C[C@@H]2O)=CC(O)=C(O)C=1. No catalyst specified. The yield is 0.200.